From a dataset of Forward reaction prediction with 1.9M reactions from USPTO patents (1976-2016). Predict the product of the given reaction. (1) Given the reactants [OH:1][C:2]1[C:3]([CH3:11])=[C:4]([CH:8]=[CH:9][CH:10]=1)[C:5]([OH:7])=[O:6].O.[C:13]1(C)C=CC(S(O)(=O)=O)=C[CH:14]=1, predict the reaction product. The product is: [OH:1][C:2]1[C:3]([CH3:11])=[C:4]([CH:8]=[CH:9][CH:10]=1)[C:5]([O:7][CH2:13][CH3:14])=[O:6]. (2) Given the reactants [F:1][C:2]1[CH:10]=[C:9]([N+:11]([O-:13])=[O:12])[C:8](F)=[CH:7][C:3]=1[C:4]([OH:6])=[O:5].[C:15]([O-])([O-])=[O:16].[Cs+].[Cs+].CO.Cl, predict the reaction product. The product is: [F:1][C:2]1[CH:10]=[C:9]([N+:11]([O-:13])=[O:12])[C:8]([O:16][CH3:15])=[CH:7][C:3]=1[C:4]([OH:6])=[O:5]. (3) Given the reactants C(OC(=O)[NH:10][CH:11]([C:16]([N:18]1[CH2:22][CH2:21][CH:20]2[N:23]([C:27](=[O:32])[NH:28][CH:29]([CH3:31])[CH3:30])[CH2:24][CH:25]([OH:26])[CH:19]12)=[O:17])[C:12]([CH3:15])([CH3:14])[CH3:13])C1C=CC=CC=1, predict the reaction product. The product is: [CH:29]([NH:28][C:27]([N:23]1[CH2:24][CH:25]([OH:26])[CH:19]2[N:18]([C:16](=[O:17])[CH:11]([NH2:10])[C:12]([CH3:15])([CH3:14])[CH3:13])[CH2:22][CH2:21][CH:20]12)=[O:32])([CH3:31])[CH3:30]. (4) Given the reactants [Br:1][C:2]1[C:3](F)=[C:4]2[C:10]([NH:11][C:12]([C:14]3[N:19]=[CH:18][CH:17]=[CH:16][N:15]=3)=[O:13])=[CH:9][NH:8][C:5]2=[N:6][CH:7]=1.[NH:21]1[CH2:26][CH2:25][CH2:24][C@@H:23]([NH:27][C:28](=[O:34])[O:29][C:30]([CH3:33])([CH3:32])[CH3:31])[CH2:22]1, predict the reaction product. The product is: [Br:1][C:2]1[C:3]([N:21]2[CH2:26][CH2:25][CH2:24][C@@H:23]([NH:27][C:28](=[O:34])[O:29][C:30]([CH3:32])([CH3:31])[CH3:33])[CH2:22]2)=[C:4]2[C:10]([NH:11][C:12]([C:14]3[N:19]=[CH:18][CH:17]=[CH:16][N:15]=3)=[O:13])=[CH:9][NH:8][C:5]2=[N:6][CH:7]=1. (5) Given the reactants F[C:2]1[CH:7]=[CH:6][C:5]([N+:8]([O-:10])=[O:9])=[CH:4][CH:3]=1.[C:11]([NH2:15])([CH3:14])([CH3:13])[CH3:12].O, predict the reaction product. The product is: [C:11]([NH:15][C:2]1[CH:7]=[CH:6][C:5]([N+:8]([O-:10])=[O:9])=[CH:4][CH:3]=1)([CH3:14])([CH3:13])[CH3:12]. (6) Given the reactants S(S([O-])=O)([O-])=O.[Na+].[Na+].[CH2:9]([O:16][C:17]1[CH:24]=[CH:23][C:20]([CH:21]=O)=[CH:19][CH:18]=1)[C:10]1[CH:15]=[CH:14][CH:13]=[CH:12][CH:11]=1.[NH2:25][C:26]1[N:31]=[C:30]([N:32]2[CH2:37][CH2:36][N:35]([C:38]([O:40][C:41]([CH3:44])([CH3:43])[CH3:42])=[O:39])[CH2:34][CH2:33]2)[CH:29]=[CH:28][C:27]=1[N+:45]([O-])=O.[OH-].[NH4+], predict the reaction product. The product is: [CH2:9]([O:16][C:17]1[CH:24]=[CH:23][C:20]([C:21]2[NH:25][C:26]3=[N:31][C:30]([N:32]4[CH2:33][CH2:34][N:35]([C:38]([O:40][C:41]([CH3:43])([CH3:42])[CH3:44])=[O:39])[CH2:36][CH2:37]4)=[CH:29][CH:28]=[C:27]3[N:45]=2)=[CH:19][CH:18]=1)[C:10]1[CH:15]=[CH:14][CH:13]=[CH:12][CH:11]=1. (7) Given the reactants [CH3:1][O:2][C:3]1[N:8]=[CH:7][C:6]([C:9]2([OH:19])[CH2:18][CH2:17][C:12]3(OCC[O:13]3)[CH2:11][CH2:10]2)=[CH:5][CH:4]=1.Cl.[OH-].[Na+], predict the reaction product. The product is: [OH:19][C:9]1([C:6]2[CH:7]=[N:8][C:3]([O:2][CH3:1])=[CH:4][CH:5]=2)[CH2:18][CH2:17][C:12](=[O:13])[CH2:11][CH2:10]1.